Dataset: hERG channel blocking data for cardiac toxicity assessment. Task: Regression/Classification. Given a drug SMILES string, predict its toxicity properties. Task type varies by dataset: regression for continuous values (e.g., LD50, hERG inhibition percentage) or binary classification for toxic/non-toxic outcomes (e.g., AMES mutagenicity, cardiotoxicity, hepatotoxicity). Dataset: herg. The result is 1 (blocker). The molecule is c1ccc(C2(c3ccccc3)C[C@H]2C2=[NH+]CCN2)cc1.